From a dataset of Full USPTO retrosynthesis dataset with 1.9M reactions from patents (1976-2016). Predict the reactants needed to synthesize the given product. (1) Given the product [C:15]([C:12]1[CH:11]=[CH:10][C:9]([CH2:8][CH2:7][C:2]([CH3:1])([S:21]([CH3:24])(=[O:22])=[O:23])[C:3]([O:5][CH3:6])=[O:4])=[CH:14][CH:13]=1)#[CH:16], predict the reactants needed to synthesize it. The reactants are: [CH3:1][C:2]([S:21]([CH3:24])(=[O:23])=[O:22])([CH2:7][CH2:8][C:9]1[CH:14]=[CH:13][C:12]([C:15]#[C:16][Si](C)(C)C)=[CH:11][CH:10]=1)[C:3]([O:5][CH3:6])=[O:4].C([O-])([O-])=O.[K+].[K+]. (2) Given the product [CH:22]([O:24][C:25](=[O:38])[CH2:26][CH2:27][N:28]([CH2:36][CH3:37])[C:29]1[CH:34]=[CH:33][C:32]([N:40]=[N:1][C:2]2[S:3][C:4]([N+:7]([O-:9])=[O:8])=[CH:5][N:6]=2)=[C:31]([CH3:35])[CH:30]=1)=[CH2:23], predict the reactants needed to synthesize it. The reactants are: [NH2:1][C:2]1[S:3][C:4]([N+:7]([O-:9])=[O:8])=[CH:5][N:6]=1.C(O)(=O)CC.N(OS(=O)(=O)O)=O.[CH:22]([O:24][C:25](=[O:38])[CH2:26][CH2:27][N:28]([CH2:36][CH3:37])[C:29]1[CH:34]=[CH:33][CH:32]=[C:31]([CH3:35])[CH:30]=1)=[CH2:23].S(=O)(=O)(O)[NH2:40]. (3) The reactants are: [CH3:1][O:2][C:3]1[CH:10]=[CH:9][C:6]([CH:7]=O)=[CH:5][CH:4]=1.Cl.[NH2:12][C@@H:13]([C:16]([O:18][CH3:19])=[O:17])[CH2:14][CH3:15].C(O[BH-](OC(=O)C)OC(=O)C)(=O)C.[Na+].C(=O)([O-])[O-].[Na+].[Na+]. Given the product [CH3:19][O:18][C:16](=[O:17])[C@H:13]([NH:12][CH2:7][C:6]1[CH:9]=[CH:10][C:3]([O:2][CH3:1])=[CH:4][CH:5]=1)[CH2:14][CH3:15], predict the reactants needed to synthesize it. (4) Given the product [O:11]1[CH2:16][CH2:15][CH2:14][CH2:13][CH:12]1[O:17][CH2:18][CH:19]1[CH2:24][CH2:23][CH:22]([CH:25]=[O:26])[CH2:21][CH2:20]1, predict the reactants needed to synthesize it. The reactants are: C(Cl)(=O)C(Cl)=O.CS(C)=O.[O:11]1[CH2:16][CH2:15][CH2:14][CH2:13][CH:12]1[O:17][CH2:18][CH:19]1[CH2:24][CH2:23][CH:22]([CH2:25][OH:26])[CH2:21][CH2:20]1.C(N(CC)CC)C.